Dataset: Full USPTO retrosynthesis dataset with 1.9M reactions from patents (1976-2016). Task: Predict the reactants needed to synthesize the given product. Given the product [F:11][C:9]([F:10])([F:12])[C:7]1[CH:6]=[C:5]([C:13]([N:15]2[CH2:20][CH2:19][C@H:18]([N:21]3[CH2:22][CH2:23][N:24]([CH2:37][CH:38]4[CH2:40][CH2:39]4)[CH2:25][CH2:26]3)[C@H:17]([C:27]3[CH:28]=[CH:29][C:30]([F:33])=[CH:31][CH:32]=3)[CH2:16]2)=[O:14])[CH:4]=[C:3]([C:2]([F:1])([F:34])[F:35])[CH:8]=1, predict the reactants needed to synthesize it. The reactants are: [F:1][C:2]([F:35])([F:34])[C:3]1[CH:4]=[C:5]([C:13]([N:15]2[CH2:20][CH2:19][C@H:18]([N:21]3[CH2:26][CH2:25][NH:24][CH2:23][CH2:22]3)[C@H:17]([C:27]3[CH:32]=[CH:31][C:30]([F:33])=[CH:29][CH:28]=3)[CH2:16]2)=[O:14])[CH:6]=[C:7]([C:9]([F:12])([F:11])[F:10])[CH:8]=1.Br[CH2:37][CH:38]1[CH2:40][CH2:39]1.